Dataset: Full USPTO retrosynthesis dataset with 1.9M reactions from patents (1976-2016). Task: Predict the reactants needed to synthesize the given product. (1) Given the product [C:1]([NH:4][C:5]([CH2:26][CH2:27][CH2:28][N:32]1[CH2:36][CH2:35][CH2:34][CH2:33]1)([CH2:13][CH2:14][CH2:15][CH2:16][B:17]1[O:21][C:20]([CH3:23])([CH3:22])[C:19]([CH3:25])([CH3:24])[O:18]1)[C:6]([NH:8][C:9]([CH3:12])([CH3:11])[CH3:10])=[O:7])(=[O:3])[CH3:2], predict the reactants needed to synthesize it. The reactants are: [C:1]([NH:4][C:5]([CH2:26][CH2:27][CH2:28]Cl)([CH2:13][CH2:14][CH2:15][CH2:16][B:17]1[O:21][C:20]([CH3:23])([CH3:22])[C:19]([CH3:25])([CH3:24])[O:18]1)[C:6]([NH:8][C:9]([CH3:12])([CH3:11])[CH3:10])=[O:7])(=[O:3])[CH3:2].[Na+].[I-].[NH:32]1[CH2:36][CH2:35][CH2:34][CH2:33]1. (2) The reactants are: [NH2:1][C:2]1[C:7]([OH:8])=[CH:6][C:5]([Br:9])=[CH:4][N:3]=1.[CH3:10][C:11]([CH3:18])([CH2:16]O)[C:12]([O:14][CH3:15])=[O:13].C1(P(C2C=CC=CC=2)C2C=CC=CC=2)C=CC=CC=1.[N+](C(OCC)=O)(C(OCC)=O)=[N-]. Given the product [CH3:15][O:14][C:12](=[O:13])[C:11]([CH3:18])([CH3:16])[CH2:10][O:8][C:7]1[C:2]([NH2:1])=[N:3][CH:4]=[C:5]([Br:9])[CH:6]=1, predict the reactants needed to synthesize it. (3) The reactants are: Br[C:2]1[CH:3]=[C:4]2[C:10]([C@@H:11]([C:13]3[C:18]([O:19][CH:20]([F:22])[F:21])=[CH:17][CH:16]=[C:15]([F:23])[C:14]=3[Cl:24])[CH3:12])=[CH:9][N:8](C(OC(C)(C)C)=O)[C:5]2=[N:6][CH:7]=1.[CH3:32][C:33]1[N:37]([CH:38]2[CH2:43][CH2:42][N:41](C(OC(C)(C)C)=O)[CH2:40][CH2:39]2)[N:36]=[CH:35][C:34]=1B1OC(C)(C)C(C)(C)O1.[F-].[K+].O.Cl. Given the product [Cl:24][C:14]1[C:15]([F:23])=[CH:16][CH:17]=[C:18]([O:19][CH:20]([F:21])[F:22])[C:13]=1[C@H:11]([C:10]1[C:4]2[C:5](=[N:6][CH:7]=[C:2]([C:34]3[CH:35]=[N:36][N:37]([CH:38]4[CH2:39][CH2:40][NH:41][CH2:42][CH2:43]4)[C:33]=3[CH3:32])[CH:3]=2)[NH:8][CH:9]=1)[CH3:12], predict the reactants needed to synthesize it. (4) Given the product [Cl:40][C:37]1[CH:36]=[CH:35][C:34]([C:31]2[CH:32]=[CH:33][C:28]([C:27]#[CH:26])=[N:29][CH:30]=2)=[CH:39][CH:38]=1, predict the reactants needed to synthesize it. The reactants are: CCCC[N+](CCCC)(CCCC)CCCC.[F-].[Si]([C:26]#[C:27][C:28]1[CH:33]=[CH:32][C:31]([C:34]2[CH:39]=[CH:38][C:37]([Cl:40])=[CH:36][CH:35]=2)=[CH:30][N:29]=1)(C(C)(C)C)(C)C. (5) Given the product [CH3:15][C:11]1[C:10]2[N:9]([C:20](=[O:19])[C:21]([C:22]([O:24][CH2:25][CH3:26])=[O:23])=[CH:27][CH:16]=2)[CH:14]=[CH:13][CH:12]=1, predict the reactants needed to synthesize it. The reactants are: [Li+].CC([N-]C(C)C)C.[N:9]1[CH:14]=[CH:13][CH:12]=[C:11]([CH3:15])[C:10]=1[CH3:16].C([O:19][CH:20]=[C:21]([C:27](OCC)=O)[C:22]([O:24][CH2:25][CH3:26])=[O:23])C.